This data is from Full USPTO retrosynthesis dataset with 1.9M reactions from patents (1976-2016). The task is: Predict the reactants needed to synthesize the given product. (1) Given the product [CH3:27][O:26][C:22]1[N:23]=[C:24]([N:14]2[CH:15]=[CH:16][C:11]3=[N:10][C:9]([CH2:8][O:1][C:2]4[CH:3]=[CH:4][CH:5]=[CH:6][CH:7]=4)=[CH:18][N:12]3[C:13]2=[O:17])[CH:25]=[CH:20][N:21]=1, predict the reactants needed to synthesize it. The reactants are: [O:1]([CH2:8][C:9]1[N:10]=[C:11]2[CH:16]=[CH:15][NH:14][C:13](=[O:17])[N:12]2[CH:18]=1)[C:2]1[CH:7]=[CH:6][CH:5]=[CH:4][CH:3]=1.Cl[C:20]1[CH:25]=[CH:24][N:23]=[C:22]([O:26][CH3:27])[N:21]=1.C([O-])([O-])=O.[Cs+].[Cs+].C1(P(C2CCCCC2)C2C=CC=CC=2C2C(C(C)C)=CC(C(C)C)=CC=2C(C)C)CCCCC1. (2) Given the product [CH2:25]([N:24]1[CH2:32][CH2:33][N:12]([C:10]2[CH:11]=[C:2]([Br:1])[CH:3]=[C:4]3[C:9]=2[N:8]=[CH:7][CH:6]=[CH:5]3)[CH2:22][CH2:23]1)[C:26]1[CH:31]=[CH:30][CH:29]=[CH:28][CH:27]=1, predict the reactants needed to synthesize it. The reactants are: [Br:1][C:2]1[CH:3]=[C:4]2[C:9](=[C:10]([NH2:12])[CH:11]=1)[N:8]=[CH:7][CH:6]=[CH:5]2.CCN(CC)CC.Cl.Cl[CH2:22][CH2:23][N:24]([CH2:32][CH2:33]Cl)[CH2:25][C:26]1[CH:31]=[CH:30][CH:29]=[CH:28][CH:27]=1. (3) Given the product [Cl:15][C:10]1[C:9]2[O:12][CH2:13][C:7]3[CH:8]=[C:9]([OH:12])[CH:10]=[CH:11][C:6]=3[C:8]=2[CH:7]=[C:6]2[CH:5]=[CH:4][C:3]([OH:14])=[CH:2][C:11]=12, predict the reactants needed to synthesize it. The reactants are: Cl[C:2]1[C:11]2[C:6](=[CH:7][CH:8]=[C:9]([O:12][CH3:13])[CH:10]=2)[CH:5]=[CH:4][C:3]=1[OH:14].[ClH:15].